From a dataset of Experimentally validated miRNA-target interactions with 360,000+ pairs, plus equal number of negative samples. Binary Classification. Given a miRNA mature sequence and a target amino acid sequence, predict their likelihood of interaction. (1) The miRNA is hsa-miR-6068 with sequence CCUGCGAGUCUCCGGCGGUGG. The protein sequence of the target gene is MWRGGRLGSRGVRLLETLGFGCPSAVAQPPRLTSRSAYSGTQLTRNLQIKPWELGEHGTMCFRSYRMALSCLSRVKTYRTPWKRLYSTSQTTVDSREVKNFQALAHTWWDEYGKFAPLHSMNDLRVPFIRDNLLKTSASHHPGKPLSGMKILDVGCGGGLLTEPLGRLGASVVGIDPVAENIKIAQHHKSFDPVLDKRIQYKVCSLEEAVDESAECFDAVVASEVVEHVSHLEMFIQCCYQVLKPGGSLFITTVNKTQLSYALGIVFAEQIAGIVPKGTHTWEKFVSPEKLESILEPNGL.... Result: 0 (no interaction). (2) The miRNA is mmu-miR-1198-5p with sequence UAUGUGUUCCUGGCUGGCUUGG. The protein sequence of the target gene is MSAEAADREAATSSRPCTPPQTCWFEFLLEESLLEKHLRKACPDPAPVQLIVQFLEQASKPSVNEQNQVQPPPDNKRNRVLKLLALKVAAHLKWDLDILEKSLSVPVLNMLLNELLCISKVPPGTKHVDMDLSALPPTTAMAILLYNRWAIRTIVQSSFPVKQAKPGPPQLNVMNQMQQEKELTENILKVLKEQAADCILVLEAALRLNKDLYVHTMRTLDLLAVEPGTVNGETENSTAGLKIRTEEMQCQVCYDLGAAYFQQGSTDSAIYENAREKFFRTKELLAEIGSLSLHCTIDEK.... Result: 1 (interaction). (3) The miRNA is mmu-miR-107-3p with sequence AGCAGCAUUGUACAGGGCUAUCA. The protein sequence of the target gene is MDSFKVVLEGPAPWGFRLQGGKDFNVPLSISRLTPGGKAAQAGVAVGDWVLNIDGENAGSLTHIEAQNKIRACGERLSLGLSRAQPVQSKPQKALTPPADPPRYTFAPSASLNKTARPFGAPPPTDSTLRQNGQLLRQPVPDASKQRLMEDTEDWRPRPGTGQSRSFRILAHLTGTEFMQDPDEEFMKKSSQVPRTEAPAPASTIPQESWPGPTTPSPTSRPPWAVDPAFAERYAPDKTSTVLTRHSQPATPTPLQNRTSIVQAAAGGGTGGGSNNGKTPVCHQCHKIIRGRYLVALGHA.... Result: 0 (no interaction). (4) The miRNA is hsa-miR-935 with sequence CCAGUUACCGCUUCCGCUACCGC. The protein sequence of the target gene is MEALGKLKQFDAYPKTLEDFRVKTCGGATVTIVSGLLMLLLFLSELQYYLTTEVHPELYVDKSRGDKLKINIDVLFPHMPCAYLSIDAMDVAGEQQLDVEHNLFKQRLDKDGIPVSSEAERHELGKVEVTVFDPDSLDPDRCESCYGAEAEDIKCCNTCEDVREAYRRRGWAFKNPDTIEQCRREGFSQKMQEQKNEGCQVYGFLEVNKVAGNFHFAPGKSFQQSHVHVHDLQSFGLDNINMTHYIQHLSFGEDYPGIVNPLDHTNVTAPQASMMFQYFVKVVPTVYMKVDGEVLRTNQF.... Result: 0 (no interaction). (5) The miRNA is mmu-miR-21a-5p with sequence UAGCUUAUCAGACUGAUGUUGA. The protein sequence of the target gene is MQRSPPGYGAQDDPPARRDCAWAPGHGAAADTRGLAAGPAALAAPAAPASPPSPQRSPPRSPEPGRYGLSPAGRGERQAADESRIRRPMNAFMVWAKDERKRLAQQNPDLHNAVLSKMLGKAWKELNAAEKRPFVEEAERLRVQHLRDHPNYKYRPRRKKQARKARRLEPGLLLPGLAPPQPPPEPFPAASGSARAFRELPPLGAEFDGLGLPTPERSPLDGLEPGEAAFFPPPAAPEDCALRPFRAPYAPTELSRDPGGCYGAPLAEALRTAPPAAPLAGLYYGTLGTPGPYPGPLSPP.... Result: 0 (no interaction). (6) The miRNA is mmu-miR-1843a-5p with sequence UAUGGAGGUCUCUGUCUGACU. The protein sequence of the target gene is MQPLVMQGCPYTLPRCHEWHAADRFHHSSSLRNTCPQPQVRAAVTIPAPPWDGAGDPCLSPKLLNGTVGATGPLEPSAMNLCWNEIKKKSHNLRARLEAFSDLSGKLQLPLREIIDWLSQKDEELSAQLPLQGDVALVQQEKETHAAFMEEVKSKGPYISSVLESAQAFLSQHPFEELEESQSESKDTSPRQRIQNLSRFVWKQATVASELWEKLTARCVDQHRHIEHTLEHLLEIQGAMEELSSTLTQAEGVRATWEPIGDLFIDSLPEHIQAIKLFKEEFSPVKDGVKLVNDLAHQLA.... Result: 0 (no interaction). (7) The miRNA is hsa-miR-6835-3p with sequence AAAAGCACUUUUCUGUCUCCCAG. The protein sequence of the target gene is MEDLVQDGVASPATPGTGKSKLETLPKEDLIKFAKKQMMLIQKAKSRCTELEKEIEELRSKPVTEGTGDIIKALTERLDALLLEKAETEQQCLSLKKENIKMKQEVEDSVTKMGDAHKELEQSHINYVKEIENLKNELMAVRSKYSEDKANLQKQLEEAMNTQLELSEQLKFQNNSEDNVKKLQEEIEKIRPGFEEQILYLQKQLDATTDEKKETVTQLQNIIEANSQHYQKNINSLQEELLQLKAIHQEEVKELMCQIEASAKEHEAEINKLNELKENLVKQCEASEKNIQKKYECELE.... Result: 1 (interaction). (8) The miRNA is hsa-miR-2467-5p with sequence UGAGGCUCUGUUAGCCUUGGCUC. The protein sequence of the target gene is MALVTVSRSPPGSGASTPVGPWDQAVQRRSRLQRRQSFAVLRGAVLGLQDGGDNDDAAEASSEPTEKAPSEEELHGDQTDFGQGSQSPQKQEEQRQHLHLMVQLLRPQDDIRLAAQLEAPRPPRLRYLLVVSTREGEGLSQDETVLLGVDFPDSSSPSCTLGLVLPLWSDTQVYLDGDGGFSVTSGGQSRIFKPISIQTMWATLQVLHQACEAALGSGLVPGGSALTWASHYQERLNSEQSCLNEWTAMADLESLRPPSAEPGGSSEQEQMEQAIRAELWKVLDVSDLESVTSKEIRQAL.... Result: 1 (interaction).